From a dataset of Full USPTO retrosynthesis dataset with 1.9M reactions from patents (1976-2016). Predict the reactants needed to synthesize the given product. (1) Given the product [F:1][C:2]1[CH:3]=[CH:4][C:5]([C:8]2[O:9][C:10]3[CH:20]=[CH:19][C:18]([C:21]4[CH:22]=[C:23]([C:24](=[O:26])[NH:41][C:38]5([C:35]6[N:34]=[CH:33][C:32]([CH3:31])=[CH:37][N:36]=6)[CH2:39][CH2:40]5)[CH:27]=[CH:28][C:29]=4[CH3:30])=[CH:17][C:11]=3[C:12]=2[C:13]([NH:14][CH3:15])=[O:16])=[CH:6][CH:7]=1, predict the reactants needed to synthesize it. The reactants are: [F:1][C:2]1[CH:7]=[CH:6][C:5]([C:8]2[O:9][C:10]3[CH:20]=[CH:19][C:18]([C:21]4[CH:22]=[C:23]([CH:27]=[CH:28][C:29]=4[CH3:30])[C:24]([OH:26])=O)=[CH:17][C:11]=3[C:12]=2[C:13](=[O:16])[NH:14][CH3:15])=[CH:4][CH:3]=1.[CH3:31][C:32]1[CH:33]=[N:34][C:35]([C:38]2([NH2:41])[CH2:40][CH2:39]2)=[N:36][CH:37]=1.C(N(CC)CC)C. (2) Given the product [F:1][C:2]1[CH:3]=[CH:4][C:5]([CH:8]([C:24]2[CH:25]=[CH:26][C:27]([F:30])=[CH:28][CH:29]=2)[CH:9]2[C:14](=[O:15])[CH2:13][CH2:12][N:11]([CH2:16][C:17]3[CH:22]=[CH:21][CH:20]=[CH:19][C:18]=3[O:23][CH2:35][F:36])[CH2:10]2)=[CH:6][CH:7]=1, predict the reactants needed to synthesize it. The reactants are: [F:1][C:2]1[CH:7]=[CH:6][C:5]([CH:8]([C:24]2[CH:29]=[CH:28][C:27]([F:30])=[CH:26][CH:25]=2)[CH:9]2[C:14](=[O:15])[CH2:13][CH2:12][N:11]([CH2:16][C:17]3[CH:22]=[CH:21][CH:20]=[CH:19][C:18]=3[OH:23])[CH2:10]2)=[CH:4][CH:3]=1.ClCCl.Br[CH2:35][F:36].C(=O)([O-])[O-].[K+].[K+].C(N(C(C)C)CC)(C)C. (3) Given the product [F:1][C:2]1[CH:7]=[CH:6][C:5]([C:8]2[C:13]([C:14]3[CH:19]=[CH:18][C:17]([N+:20]([O-:22])=[O:21])=[C:16]([NH:33][CH2:32][CH2:31][N:28]4[CH2:29][CH2:30][O:25][CH2:26][CH2:27]4)[CH:15]=3)=[CH:12][CH:11]=[CH:10][N:9]=2)=[CH:4][C:3]=1[CH3:24], predict the reactants needed to synthesize it. The reactants are: [F:1][C:2]1[CH:7]=[CH:6][C:5]([C:8]2[C:13]([C:14]3[CH:19]=[CH:18][C:17]([N+:20]([O-:22])=[O:21])=[C:16](F)[CH:15]=3)=[CH:12][CH:11]=[CH:10][N:9]=2)=[CH:4][C:3]=1[CH3:24].[O:25]1[CH2:30][CH2:29][N:28]([CH2:31][CH2:32][NH2:33])[CH2:27][CH2:26]1.C([O-])([O-])=O.[K+].[K+]. (4) Given the product [CH3:13][O:12][C:9]1[N:10]=[C:11]2[C:6](=[CH:7][CH:8]=1)[N:5]=[CH:4][C:3]1[O:31][CH2:30][CH:29]([CH:26]3[CH2:25][CH2:24][CH:23]([NH:22][C:21]([C:41]4[CH:42]=[CH:43][C:37]5[O:36][CH2:35][C:34](=[O:33])[NH:39][C:38]=5[CH:40]=4)=[O:32])[CH2:28][CH2:27]3)[CH2:14][C:2]2=1, predict the reactants needed to synthesize it. The reactants are: O[C:2]1([CH:14]=O)[C:11]2[C:6](=[CH:7][CH:8]=[C:9]([O:12][CH3:13])[N:10]=2)[N:5]=[CH:4][CH2:3]1.C(O[C:21](=[O:32])[NH:22][CH:23]1[CH2:28][CH2:27][CH:26]([CH2:29][CH:30]=[O:31])[CH2:25][CH2:24]1)(C)(C)C.[O:33]=[C:34]1[NH:39][C:38]2[CH:40]=[C:41](C(O)=O)[CH:42]=[CH:43][C:37]=2[O:36][CH2:35]1. (5) Given the product [CH3:23][CH:9]([CH2:10][CH2:11][CH3:12])[C:8](=[O:28])[CH:7]=[CH2:6], predict the reactants needed to synthesize it. The reactants are: CC(OI1(OC(C)=O)(OC(C)=O)O[C:12](=O)[C:11]2[CH:10]=[CH:9][CH:8]=[CH:7][C:6]1=2)=O.[CH3:23]COCC.[OH-:28].[Na+].